This data is from Reaction yield outcomes from USPTO patents with 853,638 reactions. The task is: Predict the reaction yield, written as a fraction of the theoretical maximum amount of product (1.0 means a 100% yield; for example, 0.34 means a 34% yield). The reactants are O.[S-2].[Na+].[Na+].[S].[CH2:6]([O:8][C:9]1[CH:14]=[CH:13][CH:12]=[CH:11][C:10]=1[C:15]1[CH:20]=[CH:19][C:18]([N+:21]([O-])=O)=[CH:17][C:16]=1[N+:24]([O-:26])=[O:25])[CH3:7].[Na+].[Cl-]. The catalyst is O. The product is [CH2:6]([O:8][C:9]1[CH:14]=[CH:13][CH:12]=[CH:11][C:10]=1[C:15]1[CH:20]=[CH:19][C:18]([NH2:21])=[CH:17][C:16]=1[N+:24]([O-:26])=[O:25])[CH3:7]. The yield is 0.950.